This data is from Full USPTO retrosynthesis dataset with 1.9M reactions from patents (1976-2016). The task is: Predict the reactants needed to synthesize the given product. (1) Given the product [CH2:13]([O:20][C:2]1[CH:3]=[CH:4][C:5]([N+:10]([O-:12])=[O:11])=[C:6]([CH:9]=1)[C:7]#[N:8])[C:14]1[CH:19]=[CH:18][CH:17]=[CH:16][CH:15]=1, predict the reactants needed to synthesize it. The reactants are: F[C:2]1[CH:3]=[CH:4][C:5]([N+:10]([O-:12])=[O:11])=[C:6]([CH:9]=1)[C:7]#[N:8].[CH2:13]([OH:20])[C:14]1[CH:19]=[CH:18][CH:17]=[CH:16][CH:15]=1.C(=O)([O-])[O-].[K+].[K+].O. (2) Given the product [CH3:2][NH:3][CH2:4][CH2:5][S:6][C:10]1[N:15]=[CH:14][C:13](/[C:16](/[C:26]2[CH:27]=[CH:28][C:29]([OH:32])=[CH:30][CH:31]=2)=[C:17](\[C:20]2[CH:25]=[CH:24][CH:23]=[CH:22][CH:21]=2)/[CH2:18][CH3:19])=[CH:12][CH:11]=1, predict the reactants needed to synthesize it. The reactants are: Cl.[CH3:2][NH:3][CH2:4][CH2:5][SH:6].[H-].[Na+].Cl[C:10]1[N:15]=[CH:14][C:13](/[C:16](/[C:26]2[CH:31]=[CH:30][C:29]([OH:32])=[CH:28][CH:27]=2)=[C:17](\[C:20]2[CH:25]=[CH:24][CH:23]=[CH:22][CH:21]=2)/[CH2:18][CH3:19])=[CH:12][CH:11]=1. (3) Given the product [CH3:7][OH:8].[OH-:8].[NH4+:5].[NH2:5][CH2:6][CH2:7][O:8][C@@H:9]1[C@H:13]([OH:14])[C@@H:12]([CH2:15][O:16][C:17]([C:34]2[CH:39]=[CH:38][CH:37]=[CH:36][CH:35]=2)([C:18]2[CH:19]=[CH:20][C:21]([O:24][CH3:25])=[CH:22][CH:23]=2)[C:26]2[CH:31]=[CH:30][C:29]([O:32][CH3:33])=[CH:28][CH:27]=2)[O:11][C@H:10]1[N:40]1[CH:47]=[C:46]([CH3:48])[C:44](=[O:45])[NH:43][C:41]1=[O:42], predict the reactants needed to synthesize it. The reactants are: C1(=O)[N:5]([CH2:6][CH2:7][O:8][C@@H:9]2[C@H:13]([OH:14])[C@@H:12]([CH2:15][O:16][C:17]([C:34]3[CH:39]=[CH:38][CH:37]=[CH:36][CH:35]=3)([C:26]3[CH:31]=[CH:30][C:29]([O:32][CH3:33])=[CH:28][CH:27]=3)[C:18]3[CH:23]=[CH:22][C:21]([O:24][CH3:25])=[CH:20][CH:19]=3)[O:11][C@H:10]2[N:40]2[CH:47]=[C:46]([CH3:48])[C:44](=[O:45])[NH:43][C:41]2=[O:42])C(=O)C2=CC=CC=C12.NN. (4) Given the product [Cl:4][C:5]1[CH:6]=[C:7]([CH3:26])[C:8]2[NH:9][C:10](=[O:25])[C:11]3[CH:21]=[C:20]([CH2:22][CH2:23][OH:1])[CH:19]=[N:18][C:12]=3[N:13]([CH2:16][CH3:17])[C:14]=2[N:15]=1, predict the reactants needed to synthesize it. The reactants are: [O:1]=[O+][O-].[Cl:4][C:5]1[CH:6]=[C:7]([CH3:26])[C:8]2[NH:9][C:10](=[O:25])[C:11]3[CH:21]=[C:20]([CH2:22][CH:23]=C)[CH:19]=[N:18][C:12]=3[N:13]([CH2:16][CH3:17])[C:14]=2[N:15]=1.[BH4-].[Na+].[NH4+].[Cl-]. (5) Given the product [Cl:23][CH2:24][C:25]1[N:9]=[C:3]2[C:4]([CH3:8])=[CH:5][CH:6]=[CH:7][N:2]2[N:1]=1, predict the reactants needed to synthesize it. The reactants are: [NH2:1][N:2]1[CH:7]=[CH:6][CH:5]=[C:4]([CH3:8])[C:3]1=[NH2+:9].CC1C=C(C)C=C(C)C=1S([O-])(=O)=O.[Cl:23][CH2:24][C:25](OC)=O.C(=O)([O-])[O-].[K+].[K+]. (6) Given the product [CH:2]1([CH2:5][O:6][C:7]2[CH:12]=[CH:11][C:10]([O:13][CH3:14])=[CH:9][C:8]=2[C:15]2[CH:20]=[CH:19][N:18]=[C:17]3[C:21]([C:25]([NH:27][CH:28]4[CH2:29][CH2:30][N:31]([C:39](=[O:40])[C@@H:38]([OH:37])[CH3:42])[CH2:32][CH2:33]4)=[O:26])=[C:22]([CH3:24])[NH:23][C:16]=23)[CH2:4][CH2:3]1, predict the reactants needed to synthesize it. The reactants are: Cl.[CH:2]1([CH2:5][O:6][C:7]2[CH:12]=[CH:11][C:10]([O:13][CH3:14])=[CH:9][C:8]=2[C:15]2[CH:20]=[CH:19][N:18]=[C:17]3[C:21]([C:25]([NH:27][CH:28]4[CH2:33][CH2:32][NH:31][CH2:30][CH2:29]4)=[O:26])=[C:22]([CH3:24])[NH:23][C:16]=23)[CH2:4][CH2:3]1.C([O:37][C@@H:38]([CH3:42])[C:39](Cl)=[O:40])(=O)C.